This data is from Full USPTO retrosynthesis dataset with 1.9M reactions from patents (1976-2016). The task is: Predict the reactants needed to synthesize the given product. (1) Given the product [ClH:18].[F:1][C:2]1([F:17])[CH2:7][CH2:6][CH:5]([CH2:8][NH2:9])[CH2:4][CH2:3]1, predict the reactants needed to synthesize it. The reactants are: [F:1][C:2]1([F:17])[CH2:7][CH2:6][CH:5]([CH2:8][NH:9]C(=O)OC(C)(C)C)[CH2:4][CH2:3]1.[ClH:18].CC(O)=O. (2) Given the product [C:6]([CH2:7][NH:8][C:9]([C:11]1[C:23](=[O:24])[N:22]([CH3:25])[C:14]2[N:15]=[N:16][C:17]([C:19]([OH:21])=[O:20])=[CH:18][C:13]=2[C:12]=1[OH:26])=[O:10])([OH:27])=[O:5], predict the reactants needed to synthesize it. The reactants are: C([O:5][C:6](=[O:27])[CH2:7][NH:8][C:9]([C:11]1[C:23](=[O:24])[N:22]([CH3:25])[C:14]2[N:15]=[N:16][C:17]([C:19]([OH:21])=[O:20])=[CH:18][C:13]=2[C:12]=1[OH:26])=[O:10])(C)(C)C.ClC1N=NC2N(C)C(=O)C(C(NCC(OC(C)(C)C)=O)=O)=C(O)C=2C=1.